From a dataset of Reaction yield outcomes from USPTO patents with 853,638 reactions. Predict the reaction yield, written as a fraction of the theoretical maximum amount of product (1.0 means a 100% yield; for example, 0.34 means a 34% yield). (1) The reactants are [CH3:1][C:2]1[CH:11]=[CH:10][C:9]2[C:4](=[CH:5][CH:6]=[CH:7][C:8]=2[N:12]2[CH2:17][CH2:16][N:15]([CH2:18][CH2:19][C:20]3[CH:25]=[CH:24][CH:23]=[C:22]([N+:26]([O-])=O)[CH:21]=3)[CH2:14][CH2:13]2)[N:3]=1.[Cl-].[NH4+]. The catalyst is CO.O.[Fe]. The product is [CH3:1][C:2]1[CH:11]=[CH:10][C:9]2[C:4](=[CH:5][CH:6]=[CH:7][C:8]=2[N:12]2[CH2:13][CH2:14][N:15]([CH2:18][CH2:19][C:20]3[CH:21]=[C:22]([CH:23]=[CH:24][CH:25]=3)[NH2:26])[CH2:16][CH2:17]2)[N:3]=1. The yield is 0.840. (2) The reactants are [NH2:1][C:2]1[CH:7]=[CH:6][C:5]([OH:8])=[CH:4][C:3]=1[N+:9]([O-:11])=O.[N:12]#[C:13][NH2:14]. The catalyst is C(O)(=O)C.Cl. The product is [NH2:14][C:13]1[N:12]=[N+:9]([O-:11])[C:3]2[CH:4]=[C:5]([OH:8])[CH:6]=[CH:7][C:2]=2[N:1]=1. The yield is 0.517.